Dataset: Full USPTO retrosynthesis dataset with 1.9M reactions from patents (1976-2016). Task: Predict the reactants needed to synthesize the given product. (1) Given the product [NH:1]1[C:9]2[C:4](=[CH:5][C:6]([C:10]3[C:19]([N:20]([CH3:29])[C@H:21]([C:23]4[CH:28]=[CH:27][CH:26]=[CH:25][CH:24]=4)[CH3:22])=[N:18][C:17]4[C:12](=[CH:13][CH:14]=[C:15]([C:30]([OH:32])=[O:31])[CH:16]=4)[N:11]=3)=[CH:7][CH:8]=2)[CH:3]=[N:2]1, predict the reactants needed to synthesize it. The reactants are: [NH:1]1[C:9]2[C:4](=[CH:5][C:6]([C:10]3[C:19]([N:20]([CH3:29])[C@H:21]([C:23]4[CH:28]=[CH:27][CH:26]=[CH:25][CH:24]=4)[CH3:22])=[N:18][C:17]4[C:12](=[CH:13][CH:14]=[C:15]([C:30]([O:32]C)=[O:31])[CH:16]=4)[N:11]=3)=[CH:7][CH:8]=2)[CH:3]=[N:2]1.[OH-].[Na+].O. (2) Given the product [CH3:1][C:2]1[N:7]=[C:6]([C:8]2[NH:12][C:11]([CH2:13][C:14]3[CH:15]=[CH:16][C:17]([NH:20][S:32]([CH3:31])(=[O:34])=[O:33])=[CH:18][CH:19]=3)=[N:10][C:9]=2[C:21]2[CH:22]=[C:23]3[C:28](=[CH:29][CH:30]=2)[N:27]=[CH:26][CH:25]=[CH:24]3)[CH:5]=[CH:4][CH:3]=1, predict the reactants needed to synthesize it. The reactants are: [CH3:1][C:2]1[N:7]=[C:6]([C:8]2[NH:12][C:11]([CH2:13][C:14]3[CH:19]=[CH:18][C:17]([NH2:20])=[CH:16][CH:15]=3)=[N:10][C:9]=2[C:21]2[CH:22]=[C:23]3[C:28](=[CH:29][CH:30]=2)[N:27]=[CH:26][CH:25]=[CH:24]3)[CH:5]=[CH:4][CH:3]=1.[CH3:31][S:32](Cl)(=[O:34])=[O:33].